Dataset: Forward reaction prediction with 1.9M reactions from USPTO patents (1976-2016). Task: Predict the product of the given reaction. The product is: [N:52]1([C:46]2[C:45]3[C:50](=[CH:51][C:42]([N:60]4[CH2:59][CH2:58][N:57]([C:63]([O:65][C:66]([CH3:69])([CH3:68])[CH3:67])=[O:64])[CH2:62][CH2:61]4)=[CH:43][CH:44]=3)[N:49]=[CH:48][N:47]=2)[CH2:56][CH2:55][CH2:54][CH2:53]1. Given the reactants CC(C)([O-])C.[K+].C1(P(C2CCCCC2)C2(C(C)C)CC(C(C)C)=CC(C(C)C)=C2C2C=CC=CC=2)CCCCC1.Cl[C:42]1[CH:51]=[C:50]2[C:45]([C:46]([N:52]3[CH2:56][CH2:55][CH2:54][CH2:53]3)=[N:47][CH:48]=[N:49]2)=[CH:44][CH:43]=1.[N:57]1([C:63]([O:65][C:66]([CH3:69])([CH3:68])[CH3:67])=[O:64])[CH2:62][CH2:61][NH:60][CH2:59][CH2:58]1, predict the reaction product.